Dataset: Peptide-MHC class II binding affinity with 134,281 pairs from IEDB. Task: Regression. Given a peptide amino acid sequence and an MHC pseudo amino acid sequence, predict their binding affinity value. This is MHC class II binding data. (1) The peptide sequence is QSVSGSGGNHMLLDG. The MHC is DRB1_0101 with pseudo-sequence DRB1_0101. The binding affinity (normalized) is 0.473. (2) The binding affinity (normalized) is 0.236. The MHC is DRB1_1302 with pseudo-sequence DRB1_1302. The peptide sequence is TITVYAVTYYKEADY. (3) The peptide sequence is IITPTNVSHIQSAVV. The binding affinity (normalized) is 0.0812. The MHC is HLA-DPA10103-DPB10401 with pseudo-sequence HLA-DPA10103-DPB10401.